From a dataset of Reaction yield outcomes from USPTO patents with 853,638 reactions. Predict the reaction yield, written as a fraction of the theoretical maximum amount of product (1.0 means a 100% yield; for example, 0.34 means a 34% yield). The reactants are Br[CH2:2][CH2:3][CH2:4][O:5][C:6]1[CH:15]=[C:14]2[C:9]([C:10]([O:16][C:17]3[CH:22]=[CH:21][C:20]([NH:23][C:24]([NH:26][C:27]4[CH:32]=[CH:31][C:30]([F:33])=[CH:29][C:28]=4[F:34])=[O:25])=[C:19]([Cl:35])[CH:18]=3)=[N:11][CH:12]=[N:13]2)=[CH:8][C:7]=1[O:36][CH3:37].C(=O)([O-])[O-].[K+].[K+].[CH3:44][NH:45][CH2:46][CH2:47][OH:48].O. The catalyst is CN(C)C=O. The product is [Cl:35][C:19]1[CH:18]=[C:17]([O:16][C:10]2[C:9]3[C:14](=[CH:15][C:6]([O:5][CH2:4][CH2:3][CH2:2][N:45]([CH2:46][CH2:47][OH:48])[CH3:44])=[C:7]([O:36][CH3:37])[CH:8]=3)[N:13]=[CH:12][N:11]=2)[CH:22]=[CH:21][C:20]=1[NH:23][C:24]([NH:26][C:27]1[CH:32]=[CH:31][C:30]([F:33])=[CH:29][C:28]=1[F:34])=[O:25]. The yield is 1.00.